This data is from Peptide-MHC class I binding affinity with 185,985 pairs from IEDB/IMGT. The task is: Regression. Given a peptide amino acid sequence and an MHC pseudo amino acid sequence, predict their binding affinity value. This is MHC class I binding data. (1) The peptide sequence is SGRGNWDCI. The MHC is H-2-Db with pseudo-sequence H-2-Db. The binding affinity (normalized) is 0.162. (2) The peptide sequence is IVLSHILPL. The MHC is HLA-A02:11 with pseudo-sequence HLA-A02:11. The binding affinity (normalized) is 1.00. (3) The peptide sequence is AMPKTIYEL. The MHC is HLA-B46:01 with pseudo-sequence HLA-B46:01. The binding affinity (normalized) is 0.0847. (4) The peptide sequence is KFLWEWASAR. The binding affinity (normalized) is 0.800. The MHC is Patr-A0101 with pseudo-sequence Patr-A0101.